Dataset: Peptide-MHC class I binding affinity with 185,985 pairs from IEDB/IMGT. Task: Regression. Given a peptide amino acid sequence and an MHC pseudo amino acid sequence, predict their binding affinity value. This is MHC class I binding data. The peptide sequence is RVRWRNYAL. The MHC is BoLA-JSP.1 with pseudo-sequence BoLA-JSP.1. The binding affinity (normalized) is 0.480.